This data is from KCNQ2 potassium channel screen with 302,405 compounds. The task is: Binary Classification. Given a drug SMILES string, predict its activity (active/inactive) in a high-throughput screening assay against a specified biological target. (1) The compound is S1(=O)(=O)CC(N(CC)C(=O)CSc2nc(nc3sc(c(c23)C)C(OCC)=O)C)CC1. The result is 0 (inactive). (2) The compound is O=C1C=C/C(=C\NN2CCN(C3c4c(c5c3cccc5)cccc4)CC2)C=C1. The result is 0 (inactive). (3) The compound is O=C(N1CCCCC1)C1CCCN(C1)Cc1c(cccc1)C. The result is 0 (inactive).